From a dataset of Reaction yield outcomes from USPTO patents with 853,638 reactions. Predict the reaction yield, written as a fraction of the theoretical maximum amount of product (1.0 means a 100% yield; for example, 0.34 means a 34% yield). (1) The yield is 0.900. The reactants are [Br:1][C:2]1[CH:3]=[CH:4][C:5]([F:24])=[C:6]([C:8]([C:15]2[CH:20]=[CH:19][CH:18]=[C:17]([F:21])[C:16]=2[C:22]#[N:23])=[N:9]S(C(C)C)=O)[CH:7]=1.Br[C:26]1[CH:31]=[CH:30][N:29]=[C:28]([C:32]([F:35])([F:34])[F:33])[CH:27]=1. The product is [Br:1][C:2]1[CH:3]=[CH:4][C:5]([F:24])=[C:6]([C:8]2([C:26]3[CH:31]=[CH:30][N:29]=[C:28]([C:32]([F:35])([F:34])[F:33])[CH:27]=3)[C:15]3[C:16](=[C:17]([F:21])[CH:18]=[CH:19][CH:20]=3)[C:22]([NH2:23])=[N:9]2)[CH:7]=1. No catalyst specified. (2) The reactants are [NH2:1][C:2]1[N:7]([C:8]2[CH:9]=[N:10][CH:11]=[CH:12][CH:13]=2)[C:6](=[S:14])[NH:5][C:4](=[O:15])[CH:3]=1.[N:16]([O-])=[O:17].[Na+]. The catalyst is C(O)(=O)C.O. The product is [NH2:1][C:2]1[N:7]([C:8]2[CH:9]=[N:10][CH:11]=[CH:12][CH:13]=2)[C:6](=[S:14])[NH:5][C:4](=[O:15])[C:3]=1[N:16]=[O:17]. The yield is 0.210. (3) The reactants are C(Cl)Cl.Cl[C:5]1[N:10]=[N:9][C:8]([O:11][CH2:12][CH3:13])=[C:7]([N:14]2[CH2:19][CH2:18][O:17][CH2:16][CH2:15]2)[CH:6]=1.[C:20]([C:22]([C:25]1[CH:26]=[C:27]([CH:47]=[CH:48][N:49]=1)[C:28]([NH:30][C:31]1[CH:36]=[CH:35][C:34]([CH3:37])=[C:33](B2OC(C)(C)C(C)(C)O2)[CH:32]=1)=[O:29])([CH3:24])[CH3:23])#[N:21].C([O-])([O-])=O.[Na+].[Na+]. The catalyst is COCCOC. The product is [C:20]([C:22]([C:25]1[CH:26]=[C:27]([CH:47]=[CH:48][N:49]=1)[C:28]([NH:30][C:31]1[CH:32]=[CH:33][C:34]([CH3:37])=[C:35]([C:5]2[N:10]=[N:9][C:8]([O:11][CH2:12][CH3:13])=[C:7]([N:14]3[CH2:19][CH2:18][O:17][CH2:16][CH2:15]3)[CH:6]=2)[CH:36]=1)=[O:29])([CH3:24])[CH3:23])#[N:21]. The yield is 0.250. (4) The reactants are [CH3:1][O:2][C:3](=[O:25])[C@H:4]([CH2:10][CH2:11][CH2:12][CH2:13][NH:14][C:15]([O:17][CH2:18][C:19]1[CH:24]=[CH:23][CH:22]=[CH:21][CH:20]=1)=[O:16])[NH:5][CH2:6][CH:7]([CH3:9])[CH3:8].[CH3:26][C:27]1[CH:32]=[CH:31][C:30]([S:33](Cl)(=[O:35])=[O:34])=[CH:29][CH:28]=1.C(N(C(C)C)CC)(C)C.Cl. The catalyst is C(Cl)Cl. The product is [CH3:1][O:2][C:3](=[O:25])[C@H:4]([CH2:10][CH2:11][CH2:12][CH2:13][NH:14][C:15]([O:17][CH2:18][C:19]1[CH:20]=[CH:21][CH:22]=[CH:23][CH:24]=1)=[O:16])[N:5]([CH2:6][CH:7]([CH3:9])[CH3:8])[S:33]([C:30]1[CH:31]=[CH:32][C:27]([CH3:26])=[CH:28][CH:29]=1)(=[O:35])=[O:34]. The yield is 0.890. (5) The reactants are [CH3:1][S:2]([OH:5])(=[O:4])=[O:3].[S:6]1[C:10]2[CH:11]=[CH:12][CH:13]=[CH:14][C:9]=2[C:8]([N:15]2[CH2:20][CH2:19][N:18]([CH2:21][CH2:22][C:23]3[CH:24]=[C:25]4[C:30](=[C:31]([CH3:34])[C:32]=3[Cl:33])[NH:29][C:28](=[O:35])[CH2:27][C:26]4([CH3:37])[CH3:36])[CH2:17][CH2:16]2)=[N:7]1. The catalyst is O1CCCC1. The product is [CH3:1][S:2]([OH:5])(=[O:4])=[O:3].[S:6]1[C:10]2[CH:11]=[CH:12][CH:13]=[CH:14][C:9]=2[C:8]([N:15]2[CH2:16][CH2:17][N:18]([CH2:21][CH2:22][C:23]3[CH:24]=[C:25]4[C:30](=[C:31]([CH3:34])[C:32]=3[Cl:33])[NH:29][C:28](=[O:35])[CH2:27][C:26]4([CH3:37])[CH3:36])[CH2:19][CH2:20]2)=[N:7]1. The yield is 0.890. (6) The reactants are [Cl:1][C:2]1[C:7]([CH3:8])=[C:6]([S:9][CH:10]2[CH2:15][CH2:14][NH:13][CH2:12][CH2:11]2)[N:5]=[CH:4][N:3]=1.C(N(CC)CC)C.Cl[C:24]([O:26][CH:27]([CH3:29])[CH3:28])=[O:25]. The catalyst is CC#N. The product is [CH:27]([O:26][C:24]([N:13]1[CH2:14][CH2:15][CH:10]([S:9][C:6]2[C:7]([CH3:8])=[C:2]([Cl:1])[N:3]=[CH:4][N:5]=2)[CH2:11][CH2:12]1)=[O:25])([CH3:29])[CH3:28]. The yield is 0.850. (7) The reactants are [C:1]([O:9][C:10]1[CH:11]=[C:12]([CH:15]=[CH:16][C:17]=1F)[CH2:13][Br:14])(=[O:8])[C:2]1[CH:7]=[CH:6][CH:5]=[CH:4][CH:3]=1.C(OC1C=C(C)C=CC=1[Cl:34])(=O)C1C=CC=CC=1.C1C(=O)N(Br)C(=O)C1. The catalyst is C(Cl)(Cl)(Cl)Cl.C(OOC(=O)C1C=CC=CC=1)(=O)C1C=CC=CC=1. The product is [C:1]([O:9][C:10]1[CH:11]=[C:12]([CH:15]=[CH:16][C:17]=1[Cl:34])[CH2:13][Br:14])(=[O:8])[C:2]1[CH:7]=[CH:6][CH:5]=[CH:4][CH:3]=1. The yield is 0.620. (8) The reactants are N#N.[N+:3]([C:6]1[CH:7]=[C:8]([NH:12][C:13](=[O:28])[CH2:14][CH2:15][C:16]2[CH:21]=[C:20]([O:22][CH3:23])[C:19]([O:24][CH3:25])=[C:18]([O:26][CH3:27])[CH:17]=2)[CH:9]=[CH:10][CH:11]=1)([O-])=O. The catalyst is CO.[Pd]. The product is [NH2:3][C:6]1[CH:7]=[C:8]([NH:12][C:13](=[O:28])[CH2:14][CH2:15][C:16]2[CH:21]=[C:20]([O:22][CH3:23])[C:19]([O:24][CH3:25])=[C:18]([O:26][CH3:27])[CH:17]=2)[CH:9]=[CH:10][CH:11]=1. The yield is 0.990. (9) The reactants are [C:1]([OH:5])(=[O:4])[CH2:2][OH:3].C([N:10]([C:16]([O:18][CH2:19][C:20]1[CH:25]=[CH:24][CH:23]=[CH:22][CH:21]=1)=[O:17])[CH2:11][CH2:12][C:13]([OH:15])=[O:14])(C)(C)C. The catalyst is C(O)=O. The product is [C:1]([OH:5])(=[O:4])[CH2:2][OH:3].[C:16]([NH:10][CH2:11][CH2:12][C:13]([OH:15])=[O:14])([O:18][CH2:19][C:20]1[CH:25]=[CH:24][CH:23]=[CH:22][CH:21]=1)=[O:17]. The yield is 0.800.